From a dataset of Catalyst prediction with 721,799 reactions and 888 catalyst types from USPTO. Predict which catalyst facilitates the given reaction. (1) Reactant: [O-]P([O-])([O-])=O.[K+].[K+].[K+].[I:9][C:10]1[CH:11]=[C:12]([CH3:17])[CH:13]=[C:14]([CH3:16])[CH:15]=1.[CH3:18][NH:19][CH:20]=[O:21]. Product: [I:9][C:10]1[CH:15]=[C:14]([CH3:16])[CH:13]=[C:12]([CH3:17])[CH:11]=1.[CH3:18][NH:19][CH:20]=[O:21].[CH3:14][CH2:15][CH2:10][CH2:11][CH2:12][CH2:15][CH2:10][CH2:11][CH2:12][CH2:13][CH2:14][CH3:16]. The catalyst class is: 432. (2) Reactant: [Cl:1][C:2]1[CH:10]=[C:9]2[C:5]([C:6]([C:11]([N:13]3[CH2:18][CH2:17][CH:16]([N:19]4[C:23]5[CH:24]=[CH:25][CH:26]=[CH:27][C:22]=5[NH:21][C:20]4=[O:28])[CH2:15][CH2:14]3)=[O:12])=[CH:7][NH:8]2)=[CH:4][CH:3]=1.[H-].[Na+].[N:31]1([C:37](Cl)=[O:38])[CH2:36][CH2:35][CH2:34][CH2:33][CH2:32]1. Product: [Cl:1][C:2]1[CH:10]=[C:9]2[C:5]([C:6]([C:11]([N:13]3[CH2:18][CH2:17][CH:16]([N:19]4[C:23]5[CH:24]=[CH:25][CH:26]=[CH:27][C:22]=5[NH:21][C:20]4=[O:28])[CH2:15][CH2:14]3)=[O:12])=[CH:7][N:8]2[C:37]([N:31]2[CH2:36][CH2:35][CH2:34][CH2:33][CH2:32]2)=[O:38])=[CH:4][CH:3]=1. The catalyst class is: 3. (3) Reactant: [CH3:1][CH:2]([CH3:20])[CH2:3][N:4]([C:11]([C:13]1[CH:17]=[C:16]([Cl:18])[S:15][C:14]=1[Cl:19])=O)[CH:5]1[CH2:10][CH2:9][NH:8][CH2:7][CH2:6]1.B(F)(F)F.CCOCC.S(C)C.CN(CCN(C)C)C. Product: [CH3:1][CH:2]([CH3:20])[CH2:3][N:4]([CH2:11][C:13]1[CH:17]=[C:16]([Cl:18])[S:15][C:14]=1[Cl:19])[CH:5]1[CH2:6][CH2:7][NH:8][CH2:9][CH2:10]1. The catalyst class is: 7. (4) Reactant: [Cl:1][C:2]1[CH:3]=[C:4]([C:17]([NH2:19])=[O:18])[C:5](=[NH:16])[N:6]([CH2:8][C:9]2[CH:14]=[CH:13][CH:12]=[C:11]([Cl:15])[CH:10]=2)[CH:7]=1.Cl.C(OCC)(=O)C. Product: [ClH:1].[Cl:1][C:2]1[CH:3]=[C:4]([C:17]([NH2:19])=[O:18])[C:5](=[NH:16])[N:6]([CH2:8][C:9]2[CH:14]=[CH:13][CH:12]=[C:11]([Cl:15])[CH:10]=2)[CH:7]=1. The catalyst class is: 13. (5) Reactant: [NH:1]1[CH2:8][CH2:7][CH2:6][C@H:2]1[C:3]([OH:5])=[O:4].[OH-].[Na+].[F:11][C:12]1[CH:20]=[CH:19][C:15]([C:16](Cl)=[O:17])=[CH:14][CH:13]=1. Product: [F:11][C:12]1[CH:20]=[CH:19][C:15]([C:16]([N:1]2[CH2:8][CH2:7][CH2:6][CH:2]2[C:3]([OH:5])=[O:4])=[O:17])=[CH:14][CH:13]=1. The catalyst class is: 33. (6) Reactant: [Cl:1][CH2:2][C:3](Cl)=[O:4].[Cl:6][CH2:7][CH2:8][CH2:9][OH:10].N1C=CC=CC=1. Product: [Cl:1][CH2:2][C:3]([O:10][CH2:9][CH2:8][CH2:7][Cl:6])=[O:4]. The catalyst class is: 79. (7) Reactant: [F:1][C:2]1[CH:7]=[C:6]([N:8]([CH2:21][C:22]2[CH:23]=[C:24]([C:28]3[C:33]([CH3:34])=[CH:32][C:31]([O:35][CH2:36][C:37]4([OH:44])[CH2:42][CH2:41][S:40](=[O:43])[CH2:39][CH2:38]4)=[CH:30][C:29]=3[CH3:45])[CH:25]=[CH:26][CH:27]=2)S(C2C=CC=CC=2[N+]([O-])=O)(=O)=O)[CH:5]=[CH:4][C:3]=1[CH2:46][CH2:47][C:48]([O:50][CH2:51][CH3:52])=[O:49].SCC(O)=O.O.[OH-].[Li+]. Product: [F:1][C:2]1[CH:7]=[C:6]([NH:8][CH2:21][C:22]2[CH:23]=[C:24]([C:28]3[C:29]([CH3:45])=[CH:30][C:31]([O:35][CH2:36][C:37]4([OH:44])[CH2:42][CH2:41][S:40](=[O:43])[CH2:39][CH2:38]4)=[CH:32][C:33]=3[CH3:34])[CH:25]=[CH:26][CH:27]=2)[CH:5]=[CH:4][C:3]=1[CH2:46][CH2:47][C:48]([O:50][CH2:51][CH3:52])=[O:49]. The catalyst class is: 42.